This data is from Reaction yield outcomes from USPTO patents with 853,638 reactions. The task is: Predict the reaction yield, written as a fraction of the theoretical maximum amount of product (1.0 means a 100% yield; for example, 0.34 means a 34% yield). (1) The reactants are Br[C:2]1[CH:7]=[CH:6][C:5]([C@@H:8]2[O:13][CH2:12][CH2:11][N:10]([C:14]([O:16][C:17]([CH3:20])([CH3:19])[CH3:18])=[O:15])[CH2:9]2)=[CH:4][CH:3]=1.[C:21]1([C:27]([C:29]2[CH:34]=[CH:33][CH:32]=[CH:31][CH:30]=2)=[NH:28])[CH:26]=[CH:25][CH:24]=[CH:23][CH:22]=1.CC(C)([O-])C.[Na+]. The catalyst is C1(C)C=CC=CC=1.C1C=CC(/C=C/C(/C=C/C2C=CC=CC=2)=O)=CC=1.C1C=CC(/C=C/C(/C=C/C2C=CC=CC=2)=O)=CC=1.C1C=CC(/C=C/C(/C=C/C2C=CC=CC=2)=O)=CC=1.[Pd].[Pd].C1C=CC(P(C2C(C3C(P(C4C=CC=CC=4)C4C=CC=CC=4)=CC=C4C=3C=CC=C4)=C3C(C=CC=C3)=CC=2)C2C=CC=CC=2)=CC=1. The product is [C:21]1([C:27](=[N:28][C:2]2[CH:7]=[CH:6][C:5]([C@@H:8]3[O:13][CH2:12][CH2:11][N:10]([C:14]([O:16][C:17]([CH3:20])([CH3:19])[CH3:18])=[O:15])[CH2:9]3)=[CH:4][CH:3]=2)[C:29]2[CH:30]=[CH:31][CH:32]=[CH:33][CH:34]=2)[CH:26]=[CH:25][CH:24]=[CH:23][CH:22]=1. The yield is 0.890. (2) The reactants are [Cl:1][C:2]1[C:7]2[N:8]=[C:9]([CH3:11])[S:10][C:6]=2[CH:5]=[CH:4][C:3]=1[NH2:12].[Cl:13][C:14]1[CH:15]=[C:16]([CH:20]=[C:21]([Cl:23])[CH:22]=1)[C:17](Cl)=[O:18].C(N(CC)CC)C. The catalyst is C1COCC1. The product is [Cl:13][C:14]1[CH:15]=[C:16]([CH:20]=[C:21]([Cl:23])[CH:22]=1)[C:17]([NH:12][C:3]1[CH:4]=[CH:5][C:6]2[S:10][C:9]([CH3:11])=[N:8][C:7]=2[C:2]=1[Cl:1])=[O:18]. The yield is 0.600.